Predict the reaction yield, written as a fraction of the theoretical maximum amount of product (1.0 means a 100% yield; for example, 0.34 means a 34% yield). From a dataset of Reaction yield outcomes from USPTO patents with 853,638 reactions. (1) The reactants are [CH3:1][N:2]([CH3:42])[CH2:3][C:4]([CH3:41])([C:7]1[CH:12]=[CH:11][CH:10]=[C:9]([C:13]2[CH:18]=[CH:17][N:16]=[C:15]3[N:19](C(C4C=CC=CC=4)(C4C=CC=CC=4)C4C=CC=CC=4)[N:20]=[CH:21][C:14]=23)[CH:8]=1)[CH2:5][CH3:6].C([SiH](CC)CC)C.C(O)(C(F)(F)F)=O. The catalyst is C(Cl)Cl. The product is [NH:19]1[C:15]2=[N:16][CH:17]=[CH:18][C:13]([C:9]3[CH:8]=[C:7]([C:4]([CH3:41])([CH2:5][CH3:6])[CH2:3][N:2]([CH3:1])[CH3:42])[CH:12]=[CH:11][CH:10]=3)=[C:14]2[CH:21]=[N:20]1. The yield is 0.240. (2) The reactants are [NH2:1][C:2]1[CH:3]=[C:4]([OH:9])[CH:5]=[CH:6][C:7]=1[F:8].I[C:11]1[CH:12]=[CH:13][C:14]2[N:15]([CH:17]=[C:18]([NH:20][C:21]([CH:23]3[CH2:25][CH:24]3[CH3:26])=[O:22])[N:19]=2)[N:16]=1.C(=O)([O-])[O-].[K+].[K+]. The catalyst is CN(C)C=O.[Cl-].[Na+].O. The product is [NH2:1][C:2]1[CH:3]=[C:4]([CH:5]=[CH:6][C:7]=1[F:8])[O:9][C:11]1[CH:12]=[CH:13][C:14]2[N:15]([CH:17]=[C:18]([NH:20][C:21]([CH:23]3[CH2:25][CH:24]3[CH3:26])=[O:22])[N:19]=2)[N:16]=1. The yield is 0.880. (3) The reactants are [CH3:1][O:2][C:3]1[CH:41]=[CH:40][C:6]([CH2:7][N:8]2[C:12]3=[N:13][CH:14]=[CH:15][C:16]([O:17][C:18]4[CH:23]=[CH:22][C:21]([NH2:24])=[CH:20][C:19]=4[F:25])=[C:11]3[C:10]([N:26]3[CH2:32][CH2:31][CH2:30][N:29]([C:33]([O:35][C:36]([CH3:39])([CH3:38])[CH3:37])=[O:34])[CH2:28][CH2:27]3)=[N:9]2)=[CH:5][CH:4]=1.[F:42][C:43]1[CH:48]=[CH:47][C:46]([N:49]2[C:54](=[O:55])[C:53]([C:56](O)=[O:57])=[CH:52][CH:51]=[N:50]2)=[CH:45][CH:44]=1.Cl.C(N=C=NCCCN(C)C)C.N1(O)C2C=CC=CC=2N=N1.C(N(C(C)C)C(C)C)C. The catalyst is CS(C)=O. The product is [F:25][C:19]1[CH:20]=[C:21]([NH:24][C:56]([C:53]2[C:54](=[O:55])[N:49]([C:46]3[CH:47]=[CH:48][C:43]([F:42])=[CH:44][CH:45]=3)[N:50]=[CH:51][CH:52]=2)=[O:57])[CH:22]=[CH:23][C:18]=1[O:17][C:16]1[CH:15]=[CH:14][N:13]=[C:12]2[N:8]([CH2:7][C:6]3[CH:5]=[CH:4][C:3]([O:2][CH3:1])=[CH:41][CH:40]=3)[N:9]=[C:10]([N:26]3[CH2:32][CH2:31][CH2:30][N:29]([C:33]([O:35][C:36]([CH3:38])([CH3:37])[CH3:39])=[O:34])[CH2:28][CH2:27]3)[C:11]=12. The yield is 0.774. (4) The reactants are [CH3:1][O:2][C:3]1[C:4]2[N:5]([N:15]=[CH:16][CH:17]=2)[CH:6]=[C:7](C2C=CC=CC=2)[CH:8]=1.C1C(=O)N([I:25])C(=O)C1.C(OCC)(=O)C.O. The catalyst is C(#N)C. The product is [I:25][C:17]1[CH:16]=[N:15][N:5]2[CH:6]=[CH:7][CH:8]=[C:3]([O:2][CH3:1])[C:4]=12. The yield is 0.990. (5) The reactants are CS([Cl:5])(=O)=O.[CH2:6](O)[CH2:7][C:8]1[CH:13]=[CH:12][CH:11]=[CH:10][CH:9]=1.C(N(CC)CC)C.[CH3:22][C:23]1([CH3:46])[CH:27]([N:28]2[CH2:32][CH2:31][CH2:30][CH2:29]2)[C:26]2[C:33]([CH3:45])=[C:34]([N:39]3[CH2:44][CH2:43][NH:42][CH2:41][CH2:40]3)[C:35]([CH3:38])=[C:36]([CH3:37])[C:25]=2[O:24]1.[ClH:47]. The catalyst is C(#N)C.C(OCC)(=O)C. The product is [ClH:5].[ClH:47].[CH3:22][C:23]1([CH3:46])[CH:27]([N:28]2[CH2:29][CH2:30][CH2:31][CH2:32]2)[C:26]2[C:33]([CH3:45])=[C:34]([N:39]3[CH2:40][CH2:41][N:42]([CH2:6][CH2:7][C:8]4[CH:13]=[CH:12][CH:11]=[CH:10][CH:9]=4)[CH2:43][CH2:44]3)[C:35]([CH3:38])=[C:36]([CH3:37])[C:25]=2[O:24]1. The yield is 0.180.